Dataset: Reaction yield outcomes from USPTO patents with 853,638 reactions. Task: Predict the reaction yield, written as a fraction of the theoretical maximum amount of product (1.0 means a 100% yield; for example, 0.34 means a 34% yield). The reactants are [CH2:1]([O:3][C:4](=[O:31])[CH2:5][NH:6][C:7]([C:9]1[C:14]([O:15]CC2C=CC=CC=2)=[CH:13][C:12]([O:23]CC2C=CC=CC=2)=[CH:11][N:10]=1)=[O:8])[CH3:2]. The catalyst is [Pd].C(O)C. The product is [CH2:1]([O:3][C:4](=[O:31])[CH2:5][NH:6][C:7]([C:9]1[C:14]([OH:15])=[CH:13][C:12]([OH:23])=[CH:11][N:10]=1)=[O:8])[CH3:2]. The yield is 0.977.